From a dataset of NCI-60 drug combinations with 297,098 pairs across 59 cell lines. Regression. Given two drug SMILES strings and cell line genomic features, predict the synergy score measuring deviation from expected non-interaction effect. (1) Synergy scores: CSS=33.7, Synergy_ZIP=-9.77, Synergy_Bliss=-2.08, Synergy_Loewe=-0.207, Synergy_HSA=1.30. Drug 2: C1CN(CCN1C(=O)CCBr)C(=O)CCBr. Drug 1: C1CN1P(=S)(N2CC2)N3CC3. Cell line: SF-295. (2) Drug 1: CC1=C2C(C(=O)C3(C(CC4C(C3C(C(C2(C)C)(CC1OC(=O)C(C(C5=CC=CC=C5)NC(=O)C6=CC=CC=C6)O)O)OC(=O)C7=CC=CC=C7)(CO4)OC(=O)C)O)C)OC(=O)C. Drug 2: C1=CC(=C(C=C1I)F)NC2=C(C=CC(=C2F)F)C(=O)NOCC(CO)O. Cell line: SK-OV-3. Synergy scores: CSS=32.6, Synergy_ZIP=0.589, Synergy_Bliss=1.03, Synergy_Loewe=0.492, Synergy_HSA=3.99. (3) Drug 1: CN(CCCl)CCCl.Cl. Drug 2: CC1C(C(CC(O1)OC2CC(CC3=C2C(=C4C(=C3O)C(=O)C5=CC=CC=C5C4=O)O)(C(=O)C)O)N)O. Cell line: M14. Synergy scores: CSS=45.1, Synergy_ZIP=-7.41, Synergy_Bliss=-6.04, Synergy_Loewe=-23.1, Synergy_HSA=-4.43. (4) Drug 1: C1CN1P(=S)(N2CC2)N3CC3. Drug 2: CC1=C(C=C(C=C1)C(=O)NC2=CC(=CC(=C2)C(F)(F)F)N3C=C(N=C3)C)NC4=NC=CC(=N4)C5=CN=CC=C5. Cell line: TK-10. Synergy scores: CSS=5.12, Synergy_ZIP=2.35, Synergy_Bliss=0.759, Synergy_Loewe=-1.12, Synergy_HSA=-1.10.